Dataset: Forward reaction prediction with 1.9M reactions from USPTO patents (1976-2016). Task: Predict the product of the given reaction. (1) Given the reactants [CH2:1]([NH:3][C:4]([NH:6][C:7]1[CH:12]=[CH:11][C:10]([C:13]2[N:14]=[C:15]([N:23]3[CH2:28][CH2:27][O:26][CH2:25][C@@H:24]3[CH3:29])[C:16]3[CH2:22][CH2:21][NH:20][CH2:19][C:17]=3[N:18]=2)=[CH:9][CH:8]=1)=[O:5])[CH3:2].[CH3:30][O:31][CH2:32][CH2:33][O:34][CH2:35][C:36](Cl)=[O:37], predict the reaction product. The product is: [CH2:1]([NH:3][C:4]([NH:6][C:7]1[CH:8]=[CH:9][C:10]([C:13]2[N:14]=[C:15]([N:23]3[CH2:28][CH2:27][O:26][CH2:25][C@@H:24]3[CH3:29])[C:16]3[CH2:22][CH2:21][N:20]([C:36](=[O:37])[CH2:35][O:34][CH2:33][CH2:32][O:31][CH3:30])[CH2:19][C:17]=3[N:18]=2)=[CH:11][CH:12]=1)=[O:5])[CH3:2]. (2) Given the reactants [CH3:1][N:2]1[C:7](=[O:8])[CH:6]=[CH:5][C:4]([N:9]2[CH2:14][CH2:13][CH:12]([C:15]([OH:17])=O)[CH2:11][CH2:10]2)=[N:3]1.[Cl:18][C:19]1[CH:20]=[C:21]2[C:25](=[CH:26][CH:27]=1)[NH:24][C:23]([S:28]([N:31]1[CH2:36][CH2:35][NH:34][CH2:33][CH2:32]1)(=[O:30])=[O:29])=[CH:22]2.[B-](F)(F)(F)F.CN(C(ON1N=NC2C1=CC=CC=2)=[N+](C)C)C, predict the reaction product. The product is: [Cl:18][C:19]1[CH:20]=[C:21]2[C:25](=[CH:26][CH:27]=1)[NH:24][C:23]([S:28]([N:31]1[CH2:36][CH2:35][N:34]([C:15]([CH:12]3[CH2:11][CH2:10][N:9]([C:4]4[CH:5]=[CH:6][C:7](=[O:8])[N:2]([CH3:1])[N:3]=4)[CH2:14][CH2:13]3)=[O:17])[CH2:33][CH2:32]1)(=[O:30])=[O:29])=[CH:22]2. (3) Given the reactants [NH2:1][C:2]1[C:3]([C:9]([NH:11][C:12]2[CH:17]=[CH:16][CH:15]=[C:14]([CH3:18])[N:13]=2)=[O:10])=[N:4][C:5](Br)=[CH:6][N:7]=1.N1C2C(=CC=C3C=2N=CC=C3)C=CC=1.[C:33](=O)([O-])[O-:34].[Cs+].[Cs+], predict the reaction product. The product is: [NH2:1][C:2]1[C:3]([C:9]([NH:11][C:12]2[CH:17]=[CH:16][CH:15]=[C:14]([CH3:18])[N:13]=2)=[O:10])=[N:4][C:5]([O:34][CH3:33])=[CH:6][N:7]=1. (4) Given the reactants [C:1]1([C:7]#[C:8][CH:9]2[CH2:14][CH2:13][N:12](C(OC(C)(C)C)=O)[CH2:11][CH2:10]2)[CH:6]=[CH:5][CH:4]=[CH:3][CH:2]=1.[ClH:22].CCOC(C)=O, predict the reaction product. The product is: [ClH:22].[C:1]1([C:7]#[C:8][CH:9]2[CH2:10][CH2:11][NH:12][CH2:13][CH2:14]2)[CH:6]=[CH:5][CH:4]=[CH:3][CH:2]=1. (5) The product is: [CH2:29]([O:1][C:2]1[CH:3]=[C:4]([CH2:8][NH:9][C:10]([C:12]2[CH:13]=[C:14]3[C:19](=[CH:20][CH:21]=2)[N:18]=[CH:17][CH:16]=[CH:15]3)=[O:11])[CH:5]=[CH:6][CH:7]=1)[CH2:28][CH2:27][CH2:26][CH2:25][CH:24]=[CH2:23]. Given the reactants [OH:1][C:2]1[CH:3]=[C:4]([CH2:8][NH:9][C:10]([C:12]2[CH:13]=[C:14]3[C:19](=[CH:20][CH:21]=2)[N:18]=[CH:17][CH:16]=[CH:15]3)=[O:11])[CH:5]=[CH:6][CH:7]=1.Br[CH2:23][CH2:24][CH2:25][CH2:26][CH2:27][CH:28]=[CH2:29].CN(C=O)C.C(=O)([O-])[O-].[Cs+].[Cs+], predict the reaction product. (6) Given the reactants [NH2:1][C:2]1[CH:3]=[C:4]2[C:13]3([CH2:17][O:16][C:15]([NH:18][C:19](=[O:25])[O:20][C:21]([CH3:24])([CH3:23])[CH3:22])=[N:14]3)[C:10]3([CH2:12][CH2:11]3)[CH2:9][O:8][C:5]2=[CH:6][CH:7]=1.[F:26][C:27]1[CH:28]=[CH:29][C:30]([C:33](O)=[O:34])=[N:31][CH:32]=1.Cl.CN(C)CCCN=C=NCC.ON1C2C=CC=CC=2N=N1.C(N(CC)C(C)C)(C)C, predict the reaction product. The product is: [F:26][C:27]1[CH:28]=[CH:29][C:30]([C:33]([NH:1][C:2]2[CH:3]=[C:4]3[C:13]4([CH2:17][O:16][C:15]([NH:18][C:19](=[O:25])[O:20][C:21]([CH3:22])([CH3:24])[CH3:23])=[N:14]4)[C:10]4([CH2:11][CH2:12]4)[CH2:9][O:8][C:5]3=[CH:6][CH:7]=2)=[O:34])=[N:31][CH:32]=1.